This data is from Full USPTO retrosynthesis dataset with 1.9M reactions from patents (1976-2016). The task is: Predict the reactants needed to synthesize the given product. (1) Given the product [CH3:10][C:5](=[CH:6][CH:7]([CH3:9])[CH3:8])[C:4]([OH:11])=[O:3], predict the reactants needed to synthesize it. The reactants are: C([O:3][C:4](=[O:11])[C:5]([CH3:10])=[CH:6][CH:7]([CH3:9])[CH3:8])C.[OH-].[K+]. (2) The reactants are: N1CCC([N:7]2[CH:30]=[C:29]3[C:9]([C:10](=[O:34])[NH:11][CH2:12][CH2:13][CH2:14][CH2:15][CH2:16][CH2:17][N:18]4[CH:33]=[C:21]([C:22]5[N:32]=[C:26]([C:27](=[O:31])[NH:28]3)[CH:25]=[CH:24][CH:23]=5)[CH:20]=[N:19]4)=[N:8]2)CC1.[CH2:35]([N:37]([CH:41]([CH3:43])C)[CH:38]([CH3:40])C)[CH3:36].Cl.ClC[CH2:47][N:48](C)[CH3:49].[I-].[K+].[CH3:53]N(C=O)C. Given the product [CH3:47][N:48]([CH3:49])[CH2:43][CH2:41][N:37]1[CH2:35][CH2:36][CH:53]([CH:17]2[CH2:16][CH2:15][CH2:14][CH2:13][CH2:12][NH:11][C:10](=[O:34])[C:9]3[C:29](=[CH:30][NH:7][N:8]=3)[NH:28][C:27](=[O:31])[C:26]3=[N:32][C:22](=[CH:23][CH:24]=[CH:25]3)[C:21]3=[CH:33][N:18]2[N:19]=[CH:20]3)[CH2:40][CH2:38]1, predict the reactants needed to synthesize it. (3) Given the product [NH2:10][C:11]1[CH:25]=[CH:24][CH:23]=[CH:22][C:12]=1[CH2:13][NH:14][CH:15]1[CH:19]([C:2]2[CH:9]=[CH:8][CH:7]=[CH:6][CH:3]=2)[C:18](=[O:20])[NH:17][C:16]1=[O:21], predict the reactants needed to synthesize it. The reactants are: N[C:2]1[CH:9]=[CH:8][CH:7]=[CH:6][C:3]=1CN.[NH2:10][C:11]1[CH:25]=[CH:24][CH:23]=[CH:22][C:12]=1[CH2:13][NH:14][CH:15]1[CH2:19][C:18](=[O:20])[NH:17][C:16]1=[O:21]. (4) Given the product [F:13][C:12]([F:15])([F:14])[C:11]([N:8]1[CH2:9][CH2:10][C:4]2[CH:3]=[C:2]([OH:19])[CH:18]=[CH:17][C:5]=2[CH2:6][CH2:7]1)=[O:16], predict the reactants needed to synthesize it. The reactants are: N[C:2]1[CH:18]=[CH:17][C:5]2[CH2:6][CH2:7][N:8]([C:11](=[O:16])[C:12]([F:15])([F:14])[F:13])[CH2:9][CH2:10][C:4]=2[CH:3]=1.[OH:19]S(O)(=O)=O.N([O-])=O.[Na+]. (5) Given the product [CH3:1][N:2]1[CH:6]=[CH:5][C:4]([C:7]2[S:8][C:9]([CH:12]([OH:13])[CH2:14][CH3:15])=[CH:10][N:11]=2)=[N:3]1, predict the reactants needed to synthesize it. The reactants are: [CH3:1][N:2]1[CH:6]=[CH:5][C:4]([C:7]2[S:8][C:9]([CH:12]=[O:13])=[CH:10][N:11]=2)=[N:3]1.[CH2:14]([Mg]Br)[CH3:15].C(OCC)C.CO.C(Cl)Cl.